From a dataset of Catalyst prediction with 721,799 reactions and 888 catalyst types from USPTO. Predict which catalyst facilitates the given reaction. (1) Reactant: [NH2:1][CH:2]1[CH2:7][CH2:6][N:5]([S:8]([CH3:11])(=[O:10])=[O:9])[CH2:4][CH:3]1[OH:12].[NH2:13][C:14]1[C:19]([C:20]([C:22]2[C:27]([O:28][CH3:29])=[CH:26][CH:25]=[C:24]([F:30])[C:23]=2[F:31])=[O:21])=[CH:18][N:17]=[C:16](Cl)[N:15]=1.C(N(C(C)C)CC)(C)C. Product: [NH2:13][C:14]1[C:19]([C:20]([C:22]2[C:27]([O:28][CH3:29])=[CH:26][CH:25]=[C:24]([F:30])[C:23]=2[F:31])=[O:21])=[CH:18][N:17]=[C:16]([NH:1][CH:2]2[CH2:7][CH2:6][N:5]([S:8]([CH3:11])(=[O:10])=[O:9])[CH2:4][CH:3]2[OH:12])[N:15]=1. The catalyst class is: 8. (2) Reactant: [C:1]([C:4]1[C:5]([F:18])=[C:6]([CH:14]=[CH:15][C:16]=1[F:17])[O:7][C@H:8]([CH2:12][OH:13])[C:9]([O-:11])=[O:10])(=[O:3])[NH2:2].[Cs+].Br[CH2:21][C:22]([C:24]1[CH:29]=[CH:28][C:27]([C:30]([F:33])([F:32])[F:31])=[CH:26][CH:25]=1)=[O:23]. Product: [O:23]=[C:22]([C:24]1[CH:29]=[CH:28][C:27]([C:30]([F:31])([F:32])[F:33])=[CH:26][CH:25]=1)[CH2:21][O:10][C:9](=[O:11])[C@H:8]([O:7][C:6]1[CH:14]=[CH:15][C:16]([F:17])=[C:4]([C:1](=[O:3])[NH2:2])[C:5]=1[F:18])[CH2:12][OH:13]. The catalyst class is: 3. (3) Reactant: [O:1]=[C:2]1[C:7]([C:8]2[NH:9][C:10]3[C:15]([CH:16]=2)=[CH:14][C:13]([C:17](O)=[O:18])=[CH:12][CH:11]=3)=[N:6][C:5]2=[CH:20][S:21][CH:22]=[C:4]2[NH:3]1.C1CN([P+](ON2N=NC3C=CC=CC2=3)(N2CCCC2)N2CCCC2)CC1.F[P-](F)(F)(F)(F)F.[CH3:56][O:57][CH2:58][CH2:59][NH:60][CH3:61]. Product: [CH3:56][O:57][CH2:58][CH2:59][N:60]([CH3:61])[C:17]([C:13]1[CH:14]=[C:15]2[C:10](=[CH:11][CH:12]=1)[NH:9][C:8]([C:7]1[C:2](=[O:1])[NH:3][C:4]3[C:5](=[CH:20][S:21][CH:22]=3)[N:6]=1)=[CH:16]2)=[O:18]. The catalyst class is: 3.